This data is from Forward reaction prediction with 1.9M reactions from USPTO patents (1976-2016). The task is: Predict the product of the given reaction. (1) The product is: [OH:1][C:2]1[N:7]2[N:8]=[C:9]([CH3:34])[CH:10]=[C:6]2[N:5]([CH2:11][CH2:12][CH:13]([CH3:14])[CH3:15])[C:4](=[O:16])[C:3]=1[C:17]1[NH:22][C:21]2[CH:23]=[CH:24][C:25]([NH:27][S:28]([CH3:31])(=[O:30])=[O:29])=[CH:26][C:20]=2[S:19](=[O:33])(=[O:32])[N:18]=1. Given the reactants [OH:1][C:2]1[N:7]2[N:8]=[CH:9][CH:10]=[C:6]2[N:5]([CH2:11][CH2:12][CH:13]([CH3:15])[CH3:14])[C:4](=[O:16])[C:3]=1[C:17]1[NH:22][C:21]2[CH:23]=[CH:24][C:25]([NH:27][S:28]([CH3:31])(=[O:30])=[O:29])=[CH:26][C:20]=2[S:19](=[O:33])(=[O:32])[N:18]=1.[CH2:34](OC(C1C(=O)N2N=C(C)C=C2N(CCC(C)C)C1=O)=O)C, predict the reaction product. (2) Given the reactants [Br:1][C:2]1[C:3]([O:11][CH3:12])=[C:4]([CH:8]=[CH:9][CH:10]=1)[C:5]([OH:7])=[O:6].[CH3:13]O, predict the reaction product. The product is: [CH3:13][O:6][C:5](=[O:7])[C:4]1[CH:8]=[CH:9][CH:10]=[C:2]([Br:1])[C:3]=1[O:11][CH3:12]. (3) Given the reactants C1(C(NC2C=C(O[C:14]3[CH:23]=[C:22]4[C:17]([CH2:18][CH2:19][CH:20]([C:24]([NH2:26])=[O:25])[CH2:21]4)=[CH:16][CH:15]=3)C=CN=2)=O)CC1.[F-].C([N+](CCCC)(CCCC)CCCC)CCC.O, predict the reaction product. The product is: [CH2:21]1[C:22]2[C:17](=[CH:16][CH:15]=[CH:14][CH:23]=2)[CH2:18][CH2:19][CH:20]1[C:24]([NH2:26])=[O:25]. (4) Given the reactants [F:1][C:2]([F:13])([F:12])[C:3]1[CH:8]=[CH:7][C:6]([CH2:9][CH2:10][NH2:11])=[CH:5][CH:4]=1.[C:14](OC(=O)C)(=[O:16])[CH3:15], predict the reaction product. The product is: [F:1][C:2]([F:12])([F:13])[C:3]1[CH:4]=[CH:5][C:6]([CH2:9][CH2:10][NH:11][C:14](=[O:16])[CH3:15])=[CH:7][CH:8]=1. (5) The product is: [Br:1][C:2]1[CH:3]=[CH:4][C:5]([S:8]([C:9]([F:12])([F:10])[F:11])(=[O:13])=[O:18])=[CH:6][CH:7]=1. Given the reactants [Br:1][C:2]1[CH:7]=[CH:6][C:5]([S:8][C:9]([F:12])([F:11])[F:10])=[CH:4][CH:3]=1.[OH:13]S(O)(=O)=O.[OH2:18], predict the reaction product. (6) Given the reactants [CH2:1]([O:8][C:9]([N:11]1[CH2:14][CH:13]([C:15]([OH:17])=[O:16])[CH2:12]1)=[O:10])[C:2]1[CH:7]=[CH:6][CH:5]=[CH:4][CH:3]=1.[CH3:18][Si](C=[N+]=[N-])(C)C, predict the reaction product. The product is: [CH2:1]([O:8][C:9]([N:11]1[CH2:12][CH:13]([C:15]([O:17][CH3:18])=[O:16])[CH2:14]1)=[O:10])[C:2]1[CH:3]=[CH:4][CH:5]=[CH:6][CH:7]=1. (7) Given the reactants [F:1][C:2]1[C:3]([F:12])=[CH:4][C:5]2[S:9][C:8]([NH2:10])=[N:7][C:6]=2[CH:11]=1.[F:13][C:14]([F:26])([F:25])[O:15][C:16]1[CH:17]=[C:18]([CH:22]=[CH:23][CH:24]=1)[C:19](Cl)=[O:20].Br[CH:28]([CH2:33][CH3:34])[C:29]([O:31]C)=[O:30].COC1C=CC2N=C(N)SC=2C=1.ClC1C=C(C=CC=1)C(Cl)=O.BrCC(OCC)=O, predict the reaction product. The product is: [F:1][C:2]1[C:3]([F:12])=[CH:4][C:5]2[S:9][C:8](=[N:10][C:19](=[O:20])[C:18]3[CH:22]=[CH:23][CH:24]=[C:16]([O:15][C:14]([F:26])([F:25])[F:13])[CH:17]=3)[N:7]([CH:28]([CH2:33][CH3:34])[C:29]([OH:31])=[O:30])[C:6]=2[CH:11]=1.